From a dataset of Merck oncology drug combination screen with 23,052 pairs across 39 cell lines. Regression. Given two drug SMILES strings and cell line genomic features, predict the synergy score measuring deviation from expected non-interaction effect. (1) Drug 1: C#Cc1cccc(Nc2ncnc3cc(OCCOC)c(OCCOC)cc23)c1. Drug 2: CNC(=O)c1cc(Oc2ccc(NC(=O)Nc3ccc(Cl)c(C(F)(F)F)c3)cc2)ccn1. Cell line: SW837. Synergy scores: synergy=6.27. (2) Drug 1: COC1CC2CCC(C)C(O)(O2)C(=O)C(=O)N2CCCCC2C(=O)OC(C(C)CC2CCC(OP(C)(C)=O)C(OC)C2)CC(=O)C(C)C=C(C)C(O)C(OC)C(=O)C(C)CC(C)C=CC=CC=C1C. Drug 2: COC1=C2CC(C)CC(OC)C(O)C(C)C=C(C)C(OC(N)=O)C(OC)C=CC=C(C)C(=O)NC(=CC1=O)C2=O. Cell line: DLD1. Synergy scores: synergy=10.2. (3) Drug 1: N.N.O=C(O)C1(C(=O)O)CCC1.[Pt]. Drug 2: Cn1c(=O)n(-c2ccc(C(C)(C)C#N)cc2)c2c3cc(-c4cnc5ccccc5c4)ccc3ncc21. Cell line: CAOV3. Synergy scores: synergy=26.2.